This data is from Forward reaction prediction with 1.9M reactions from USPTO patents (1976-2016). The task is: Predict the product of the given reaction. (1) Given the reactants [N:1]([C@@H:4]1[C@@H:8]([CH2:9][O:10][C:11]([C:24]2[CH:29]=[CH:28][CH:27]=[CH:26][CH:25]=2)([C:18]2[CH:23]=[CH:22][CH:21]=[CH:20][CH:19]=2)[C:12]2[CH:17]=[CH:16][CH:15]=[CH:14][CH:13]=2)[O:7][C@@H:6]([N:30]2[CH:37]=[CH:36][C:34](=[O:35])[NH:33][C:31]2=[O:32])[CH2:5]1)=[N+]=[N-], predict the reaction product. The product is: [NH2:1][C@@H:4]1[C@@H:8]([CH2:9][O:10][C:11]([C:18]2[CH:19]=[CH:20][CH:21]=[CH:22][CH:23]=2)([C:24]2[CH:29]=[CH:28][CH:27]=[CH:26][CH:25]=2)[C:12]2[CH:17]=[CH:16][CH:15]=[CH:14][CH:13]=2)[O:7][C@@H:6]([N:30]2[CH:37]=[CH:36][C:34](=[O:35])[NH:33][C:31]2=[O:32])[CH2:5]1. (2) Given the reactants CN([CH2:4][CH2:5][CH2:6]N1CN(CCCN(C)C)CN(CCCN(C)C)C1)C.[CH2:25]([N:29]=[C:30]=[O:31])[CH2:26][CH2:27][CH3:28].[N-]=C=[O:34], predict the reaction product. The product is: [CH2:25]([NH:29][C:30](=[O:34])[O:31][CH:5]([CH3:6])[CH3:4])[CH2:26][CH2:27][CH3:28].